Dataset: Full USPTO retrosynthesis dataset with 1.9M reactions from patents (1976-2016). Task: Predict the reactants needed to synthesize the given product. Given the product [N+:12]([C:3]1[CH:4]=[N:5][C:6]2[C:11]([C:2]=1[NH:22][C@H:23]([CH3:26])[CH2:24][OH:25])=[N:10][CH:9]=[CH:8][CH:7]=2)([O-:14])=[O:13], predict the reactants needed to synthesize it. The reactants are: Cl[C:2]1[C:11]2[C:6](=[CH:7][CH:8]=[CH:9][N:10]=2)[N:5]=[CH:4][C:3]=1[N+:12]([O-:14])=[O:13].C(N(CC)CC)C.[NH2:22][C@H:23]([CH3:26])[CH2:24][OH:25].O.